Dataset: Reaction yield outcomes from USPTO patents with 853,638 reactions. Task: Predict the reaction yield, written as a fraction of the theoretical maximum amount of product (1.0 means a 100% yield; for example, 0.34 means a 34% yield). (1) The reactants are [NH2:1][C:2]1[CH:7]=[C:6]([O:8][C:9]2[CH:14]=[CH:13][C:12]([NH:15][C:16]([C:18]3([C:21]([NH:23][C:24]4[CH:29]=[CH:28][C:27]([F:30])=[CH:26][CH:25]=4)=[O:22])[CH2:20][CH2:19]3)=[O:17])=[C:11]([F:31])[CH:10]=2)[CH:5]=[CH:4][N:3]=1.C(N(CC)CC)C.Cl[C:40](OC1C=CC=CC=1)=[O:41].FC(F)(F)C(O)=O.[CH3:56][O:57][CH:58]1[CH2:61][NH:60][CH2:59]1. The catalyst is O1CCCC1. The product is [F:31][C:11]1[CH:10]=[C:9]([O:8][C:6]2[CH:5]=[CH:4][N:3]=[C:2]([NH:1][C:40]([N:60]3[CH2:61][CH:58]([O:57][CH3:56])[CH2:59]3)=[O:41])[CH:7]=2)[CH:14]=[CH:13][C:12]=1[NH:15][C:16]([C:18]1([C:21]([NH:23][C:24]2[CH:25]=[CH:26][C:27]([F:30])=[CH:28][CH:29]=2)=[O:22])[CH2:20][CH2:19]1)=[O:17]. The yield is 0.489. (2) The reactants are C(O)(C(F)(F)F)=O.[C:8]([C:11]1([C:15]2[CH:52]=[CH:51][CH:50]=[CH:49][C:16]=2[CH2:17][CH2:18][C:19]2[C:24]([C:25]([F:28])([F:27])[F:26])=[CH:23][N:22]=[C:21]([NH:29][C:30]3[CH:35]=[CH:34][C:33]([CH:36]4[CH2:41][CH2:40][N:39](C(OC(C)(C)C)=O)[CH2:38][CH2:37]4)=[CH:32][CH:31]=3)[N:20]=2)[CH2:14][CH2:13][CH2:12]1)(=[O:10])[NH2:9]. The catalyst is C(Cl)Cl. The product is [NH:39]1[CH2:40][CH2:41][CH:36]([C:33]2[CH:32]=[CH:31][C:30]([NH:29][C:21]3[N:20]=[C:19]([CH2:18][CH2:17][C:16]4[CH:49]=[CH:50][CH:51]=[CH:52][C:15]=4[C:11]4([C:8]([NH2:9])=[O:10])[CH2:14][CH2:13][CH2:12]4)[C:24]([C:25]([F:28])([F:27])[F:26])=[CH:23][N:22]=3)=[CH:35][CH:34]=2)[CH2:37][CH2:38]1. The yield is 0.300. (3) The reactants are [Cl:1][C:2]1[N:7]=[C:6]([C:8]([OH:10])=O)[CH:5]=[CH:4][N:3]=1.[Cl-].[NH4+:12]. The product is [Cl:1][C:2]1[N:7]=[C:6]([C:8]([NH2:12])=[O:10])[CH:5]=[CH:4][N:3]=1. No catalyst specified. The yield is 0.690.